Dataset: Reaction yield outcomes from USPTO patents with 853,638 reactions. Task: Predict the reaction yield, written as a fraction of the theoretical maximum amount of product (1.0 means a 100% yield; for example, 0.34 means a 34% yield). (1) The reactants are N(/C(OC(C)C)=O)=N\C(OC(C)C)=O.C1(P(C2C=CC=CC=2)C2C=CC=CC=2)C=CC=CC=1.[OH:34][CH2:35][C:36]1[CH:37]=[C:38]([CH2:42][N:43]2[CH2:48][CH2:47][N:46]([C:49]3[C:54]([C:55]([O:57][CH:58]([CH3:60])[CH3:59])=[O:56])=[CH:53][CH:52]=[CH:51][N:50]=3)[CH2:45][CH2:44]2)[CH:39]=[CH:40][CH:41]=1.[CH2:61]([O:63][C:64]1[CH:69]=[CH:68][C:67](O)=[CH:66][CH:65]=1)[CH3:62]. The catalyst is C1COCC1.CS(C)=O. The product is [CH2:61]([O:63][C:64]1[CH:69]=[CH:68][C:67]([O:34][CH2:35][C:36]2[CH:37]=[C:38]([CH2:42][N:43]3[CH2:44][CH2:45][N:46]([C:49]4[C:54]([C:55]([O:57][CH:58]([CH3:60])[CH3:59])=[O:56])=[CH:53][CH:52]=[CH:51][N:50]=4)[CH2:47][CH2:48]3)[CH:39]=[CH:40][CH:41]=2)=[CH:66][CH:65]=1)[CH3:62]. The yield is 0.121. (2) The reactants are O=[C:2]([CH:6]1[CH2:11][CH2:10][O:9][CH2:8][CH2:7]1)[CH2:3][C:4]#[N:5].C(C1C=C(N)[O:17][N:16]=1)(C)C. No catalyst specified. The product is [O:9]1[CH2:10][CH2:11][CH:6]([C:2]2[CH:3]=[C:4]([NH2:5])[O:17][N:16]=2)[CH2:7][CH2:8]1. The yield is 0.440. (3) The reactants are [Cl:1][C:2]1[CH:3]=[C:4]([CH:26]=[CH:27][C:28]=1[O:29][CH3:30])[CH2:5][NH:6][C:7]1[C:12]([C:13]([NH:15][CH2:16][C:17]2[N:22]=[CH:21][CH:20]=[CH:19][N:18]=2)=[O:14])=[CH:11][N:10]=[C:9](S(C)=O)[N:8]=1.CCN(C(C)C)C(C)C.[CH3:40][N:41]1[CH2:45][CH2:44][C:43]2([CH2:49][CH2:48][NH:47][CH2:46]2)[CH2:42]1. The catalyst is C(Cl)Cl. The product is [Cl:1][C:2]1[CH:3]=[C:4]([CH:26]=[CH:27][C:28]=1[O:29][CH3:30])[CH2:5][NH:6][C:7]1[C:12]([C:13]([NH:15][CH2:16][C:17]2[N:22]=[CH:21][CH:20]=[CH:19][N:18]=2)=[O:14])=[CH:11][N:10]=[C:9]([N:47]2[CH2:48][CH2:49][C:43]3([CH2:44][CH2:45][N:41]([CH3:40])[CH2:42]3)[CH2:46]2)[N:8]=1. The yield is 0.0400. (4) The reactants are Cl.[OH:2][C@@H:3]1[CH2:6][C@H:5]([C:7]2[CH:12]=[CH:11][C:10]([C:13]3[CH:18]=[CH:17][N:16]([CH2:19][CH2:20][C@@:21]([CH3:36])([S:32]([CH3:35])(=[O:34])=[O:33])[C:22]([NH:24][O:25]C4CCCCO4)=[O:23])[C:15](=[O:37])[CH:14]=3)=[CH:9][CH:8]=2)[CH2:4]1. The catalyst is O1CCOCC1. The product is [OH:25][NH:24][C:22](=[O:23])[C@:21]([CH3:36])([S:32]([CH3:35])(=[O:34])=[O:33])[CH2:20][CH2:19][N:16]1[CH:17]=[CH:18][C:13]([C:10]2[CH:11]=[CH:12][C:7]([C@H:5]3[CH2:4][C@@H:3]([OH:2])[CH2:6]3)=[CH:8][CH:9]=2)=[CH:14][C:15]1=[O:37]. The yield is 0.740.